The task is: Predict which catalyst facilitates the given reaction.. This data is from Catalyst prediction with 721,799 reactions and 888 catalyst types from USPTO. (1) Reactant: [I-:1].[CH3:2][N:3]1[CH:7]=[CH:6][CH:5]=[C:4]1[CH2:8][N+](C)(C)C.[C:13]1([P:19]([C:26]2[CH:31]=[CH:30][CH:29]=[CH:28][CH:27]=2)[C:20]2[CH:25]=[CH:24][CH:23]=[CH:22][CH:21]=2)[CH:18]=[CH:17][CH:16]=[CH:15][CH:14]=1. Product: [I-:1].[CH3:2][N:3]1[CH:7]=[CH:6][CH:5]=[C:4]1[CH2:8][P+:19]([C:20]1[CH:21]=[CH:22][CH:23]=[CH:24][CH:25]=1)([C:26]1[CH:31]=[CH:30][CH:29]=[CH:28][CH:27]=1)[C:13]1[CH:14]=[CH:15][CH:16]=[CH:17][CH:18]=1. The catalyst class is: 10. (2) Reactant: [CH3:1]C(C)([O-])C.[K+].[NH:7]1[C:15]2[C:10](=[CH:11][CH:12]=[N:13][CH:14]=2)[CH:9]=[CH:8]1.ClC[C:18]1([CH2:24][CH2:25][CH3:26])[CH2:22][NH:21][C:20](=[O:23])[CH2:19]1.O. Product: [CH2:24]([CH:18]1[CH2:22][N:21]([CH2:1][C:8]2[NH:7][C:15]3=[CH:14][N:13]=[CH:12][CH:11]=[C:10]3[CH:9]=2)[C:20](=[O:23])[CH2:19]1)[CH2:25][CH3:26]. The catalyst class is: 1. (3) The catalyst class is: 80. Product: [C:16]([O:20][C:21]([N:23]1[CH2:28][CH2:27][N:26]([C:2]2[CH:7]=[CH:6][C:5]([S:8]([CH:11]([CH3:13])[CH3:12])(=[O:10])=[O:9])=[C:4]([F:14])[C:3]=2[F:15])[CH2:25][CH2:24]1)=[O:22])([CH3:19])([CH3:17])[CH3:18]. Reactant: F[C:2]1[CH:7]=[CH:6][C:5]([S:8]([CH:11]([CH3:13])[CH3:12])(=[O:10])=[O:9])=[C:4]([F:14])[C:3]=1[F:15].[C:16]([O:20][C:21]([N:23]1[CH2:28][CH2:27][NH:26][CH2:25][CH2:24]1)=[O:22])([CH3:19])([CH3:18])[CH3:17]. (4) Reactant: C([N:8]1[CH2:12][CH2:11][C@@H:10]([C:13]2[CH:14]=[C:15]([NH:19][S:20]([C:23]3[CH:28]=[CH:27][CH:26]=[C:25]([C:29]([F:32])([F:31])[F:30])[CH:24]=3)(=[O:22])=[O:21])[CH:16]=[CH:17][CH:18]=2)[CH2:9]1)C1C=CC=CC=1. Product: [NH:8]1[CH2:12][CH2:11][C@@H:10]([C:13]2[CH:14]=[C:15]([NH:19][S:20]([C:23]3[CH:28]=[CH:27][CH:26]=[C:25]([C:29]([F:32])([F:30])[F:31])[CH:24]=3)(=[O:22])=[O:21])[CH:16]=[CH:17][CH:18]=2)[CH2:9]1. The catalyst class is: 19. (5) Reactant: [C:1]([N:8]1[CH2:13][CH2:12][N:11]([C:14]2[CH:19]=[CH:18][CH:17]=[CH:16][C:15]=2[OH:20])[CH2:10][CH2:9]1)([O:3][C:4]([CH3:7])([CH3:6])[CH3:5])=[O:2].C([O-])([O-])=O.[K+].[K+].[CH2:27](I)[CH:28]([CH3:30])[CH3:29]. Product: [C:1]([N:8]1[CH2:13][CH2:12][N:11]([C:14]2[CH:19]=[CH:18][CH:17]=[CH:16][C:15]=2[O:20][CH2:27][CH:28]([CH3:30])[CH3:29])[CH2:10][CH2:9]1)([O:3][C:4]([CH3:7])([CH3:6])[CH3:5])=[O:2]. The catalyst class is: 31. (6) Reactant: Br[C:2]1[C:6](Br)=[CH:5][NH:4][CH:3]=1.[C:8]1([NH:14][C:15]2[CH:24]=[CH:23][C:22]3[C:17](=[CH:18][CH:19]=[CH:20][CH:21]=3)[CH:16]=2)[CH:13]=[CH:12][CH:11]=[CH:10][CH:9]=1.[CH:38]1[CH:43]=[CH:42][C:41](P([C:38]2[CH:43]=[CH:42][CH:41]=[CH:40][CH:39]=2)[C:38]2[CH:43]=[CH:42][CH:41]=[CH:40][CH:39]=2)=[CH:40][CH:39]=1.[CH3:44][C:45]([O-])([CH3:47])[CH3:46].[Na+]. Product: [CH:16]1[C:17]2[C:22](=[CH:21][CH:20]=[CH:19][CH:18]=2)[CH:23]=[CH:24][C:15]=1[N:14]([C:8]1[CH:13]=[CH:12][CH:11]=[CH:10][CH:9]=1)[C:2]1[C:6]([N:14]([C:8]2[CH:9]=[CH:10][C:47]3[C:45](=[CH:46][CH:11]=[CH:12][CH:13]=3)[CH:44]=2)[C:38]2[CH:39]=[CH:40][CH:41]=[CH:42][CH:43]=2)=[CH:5][NH:4][CH:3]=1. The catalyst class is: 187.